This data is from Reaction yield outcomes from USPTO patents with 853,638 reactions. The task is: Predict the reaction yield, written as a fraction of the theoretical maximum amount of product (1.0 means a 100% yield; for example, 0.34 means a 34% yield). The product is [CH2:1]([O:3][C:4](=[O:18])[CH:5]([C:9]1[C:14]([F:15])=[CH:13][C:12]([O:16][C:24]2[CH:25]=[CH:26][C:21]([O:20][CH3:19])=[CH:22][CH:23]=2)=[CH:11][C:10]=1[F:17])[O:6][CH2:7][CH3:8])[CH3:2]. The catalyst is C(Cl)Cl.CC([O-])=O.CC([O-])=O.[Cu+2]. The yield is 0.650. The reactants are [CH2:1]([O:3][C:4](=[O:18])[CH:5]([C:9]1[C:14]([F:15])=[CH:13][C:12]([OH:16])=[CH:11][C:10]=1[F:17])[O:6][CH2:7][CH3:8])[CH3:2].[CH3:19][O:20][C:21]1[CH:26]=[CH:25][C:24](B(O)O)=[CH:23][CH:22]=1.N1C=CC=CC=1.